This data is from Forward reaction prediction with 1.9M reactions from USPTO patents (1976-2016). The task is: Predict the product of the given reaction. (1) Given the reactants C[Si](C)(C)CCOC[N:7]1[C:11]2[N:12]=[CH:13][N:14]=[C:15]([C:16]3[CH:17]=[N:18][N:19]([C@@H:21]4[CH2:26][CH2:25][C@H:24]([CH2:27][S:28][C:29]5[NH:30][C:31]([NH2:34])=[N:32][N:33]=5)[CH2:23][CH2:22]4)[CH:20]=3)[C:10]=2[CH:9]=[CH:8]1.CC#N.O.[C:41]([OH:47])([C:43]([F:46])([F:45])[F:44])=[O:42], predict the reaction product. The product is: [F:44][C:43]([F:46])([F:45])[C:41]([OH:47])=[O:42].[N:12]1[C:11]2[NH:7][CH:8]=[CH:9][C:10]=2[C:15]([C:16]2[CH:17]=[N:18][N:19]([C@@H:21]3[CH2:26][CH2:25][C@H:24]([CH2:27][S:28][C:29]4[NH:30][C:31]([NH2:34])=[N:32][N:33]=4)[CH2:23][CH2:22]3)[CH:20]=2)=[N:14][CH:13]=1. (2) Given the reactants ClC(Cl)(O[C:5](=[O:11])OC(Cl)(Cl)Cl)Cl.[C:13]1([C:27]2[CH:32]=[CH:31][CH:30]=[CH:29][CH:28]=2)[CH:18]=[CH:17][C:16]([CH2:19][CH2:20][CH2:21][CH2:22][CH2:23][CH2:24][CH2:25][NH2:26])=[CH:15][CH:14]=1.CCN(C(C)C)C(C)C, predict the reaction product. The product is: [C:13]1([C:27]2[CH:28]=[CH:29][CH:30]=[CH:31][CH:32]=2)[CH:14]=[CH:15][C:16]([CH2:19][CH2:20][CH2:21][CH2:22][CH2:23][CH2:24][CH2:25][N:26]=[C:5]=[O:11])=[CH:17][CH:18]=1. (3) Given the reactants Br[CH2:2][CH2:3][CH2:4][CH2:5][CH2:6][CH2:7][OH:8].[N-:9]=[N+:10]=[N-:11].[Na+], predict the reaction product. The product is: [N:9]([CH2:2][CH2:3][CH2:4][CH2:5][CH2:6][CH2:7][OH:8])=[N+:10]=[N-:11]. (4) Given the reactants [CH2:1]([C:5]1[N:6]([CH2:18][CH2:19][CH2:20][NH:21][C:22](=[O:28])[O:23][C:24]([CH3:27])([CH3:26])[CH3:25])[C:7]2[C:16]3[CH:15]=[CH:14][CH:13]=[CH:12][C:11]=3[N:10]=[CH:9][C:8]=2[N:17]=1)[CH2:2][CH2:3][CH3:4].ClC1C=C(C=CC=1)C(OO)=[O:34], predict the reaction product. The product is: [CH2:1]([C:5]1[N:6]([CH2:18][CH2:19][CH2:20][NH:21][C:22](=[O:28])[O:23][C:24]([CH3:27])([CH3:26])[CH3:25])[C:7]2[C:16]3[CH:15]=[CH:14][CH:13]=[CH:12][C:11]=3[N+:10]([O-:34])=[CH:9][C:8]=2[N:17]=1)[CH2:2][CH2:3][CH3:4]. (5) Given the reactants Cl.[CH2:2]([O:4][C:5](=[O:27])[C@@H:6]([O:24][CH2:25][CH3:26])[CH2:7][C:8]1[CH:13]=[CH:12][C:11]([O:14][CH2:15][CH2:16][C:17]2[CH:22]=[CH:21][C:20](N)=[CH:19][CH:18]=2)=[CH:10][CH:9]=1)[CH3:3].C([N:30](CC)CC)C.[CH2:35]([O:42][C:43](Cl)=[O:44])[C:36]1[CH:41]=[CH:40][CH:39]=[CH:38][CH:37]=1, predict the reaction product. The product is: [CH2:2]([O:4][C:5](=[O:27])[C@@H:6]([O:24][CH2:25][CH3:26])[CH2:7][C:8]1[CH:13]=[CH:12][C:11]([O:14][CH2:15][CH2:16][C:17]2[CH:22]=[CH:21][CH:20]=[CH:19][C:18]=2[NH:30][C:43]([O:42][CH2:35][C:36]2[CH:41]=[CH:40][CH:39]=[CH:38][CH:37]=2)=[O:44])=[CH:10][CH:9]=1)[CH3:3]. (6) Given the reactants [CH3:1][O:2][C:3]1[CH:8]=[C:7]([CH3:9])[C:6]([S:10]([N:13]2[CH2:18][CH2:17][CH2:16][CH2:15][CH:14]2[CH2:19][O:20][CH2:21][C:22]([OH:24])=O)(=[O:12])=[O:11])=[C:5]([CH3:25])[CH:4]=1.[S:26]1[CH:30]=[CH:29][CH:28]=[C:27]1[C:31]1([OH:37])[CH2:36][CH2:35][NH:34][CH2:33][CH2:32]1.C(=O)(O)[O-].[Na+], predict the reaction product. The product is: [OH:37][C:31]1([C:27]2[S:26][CH:30]=[CH:29][CH:28]=2)[CH2:32][CH2:33][N:34]([C:22](=[O:24])[CH2:21][O:20][CH2:19][CH:14]2[CH2:15][CH2:16][CH2:17][CH2:18][N:13]2[S:10]([C:6]2[C:5]([CH3:25])=[CH:4][C:3]([O:2][CH3:1])=[CH:8][C:7]=2[CH3:9])(=[O:11])=[O:12])[CH2:35][CH2:36]1. (7) The product is: [F:9][C:10]1[C:15]([C:2]2[CH:3]=[C:4]([CH:7]=[O:8])[S:5][CH:6]=2)=[CH:14][CH:13]=[CH:12][N:11]=1. Given the reactants Br[C:2]1[CH:3]=[C:4]([CH:7]=[O:8])[S:5][CH:6]=1.[F:9][C:10]1[C:15](B(O)O)=[CH:14][CH:13]=[CH:12][N:11]=1.C(=O)([O-])[O-].[Na+].[Na+].COCCOC, predict the reaction product.